From a dataset of NCI-60 drug combinations with 297,098 pairs across 59 cell lines. Regression. Given two drug SMILES strings and cell line genomic features, predict the synergy score measuring deviation from expected non-interaction effect. (1) Cell line: OVCAR-8. Synergy scores: CSS=-0.00200, Synergy_ZIP=1.22, Synergy_Bliss=0.949, Synergy_Loewe=-6.25, Synergy_HSA=-1.65. Drug 1: CC1=CC=C(C=C1)C2=CC(=NN2C3=CC=C(C=C3)S(=O)(=O)N)C(F)(F)F. Drug 2: CC1=C(C(=CC=C1)Cl)NC(=O)C2=CN=C(S2)NC3=CC(=NC(=N3)C)N4CCN(CC4)CCO. (2) Drug 2: CC1=C(C(=CC=C1)Cl)NC(=O)C2=CN=C(S2)NC3=CC(=NC(=N3)C)N4CCN(CC4)CCO. Cell line: HCC-2998. Synergy scores: CSS=17.4, Synergy_ZIP=-1.62, Synergy_Bliss=0.642, Synergy_Loewe=-0.484, Synergy_HSA=-0.439. Drug 1: CS(=O)(=O)C1=CC(=C(C=C1)C(=O)NC2=CC(=C(C=C2)Cl)C3=CC=CC=N3)Cl. (3) Drug 1: CCC1=CC2CC(C3=C(CN(C2)C1)C4=CC=CC=C4N3)(C5=C(C=C6C(=C5)C78CCN9C7C(C=CC9)(C(C(C8N6C)(C(=O)OC)O)OC(=O)C)CC)OC)C(=O)OC.C(C(C(=O)O)O)(C(=O)O)O. Drug 2: CN(CCCl)CCCl.Cl. Cell line: SNB-19. Synergy scores: CSS=22.7, Synergy_ZIP=-4.02, Synergy_Bliss=-1.60, Synergy_Loewe=-8.43, Synergy_HSA=-1.38. (4) Synergy scores: CSS=28.2, Synergy_ZIP=-0.768, Synergy_Bliss=-2.28, Synergy_Loewe=-0.867, Synergy_HSA=-2.43. Drug 1: CCN(CC)CCCC(C)NC1=C2C=C(C=CC2=NC3=C1C=CC(=C3)Cl)OC. Cell line: ACHN. Drug 2: CC(C)CN1C=NC2=C1C3=CC=CC=C3N=C2N. (5) Drug 1: C1=CC(=CC=C1C#N)C(C2=CC=C(C=C2)C#N)N3C=NC=N3. Drug 2: C1=CN(C(=O)N=C1N)C2C(C(C(O2)CO)O)O.Cl. Cell line: CAKI-1. Synergy scores: CSS=30.8, Synergy_ZIP=4.87, Synergy_Bliss=5.86, Synergy_Loewe=-8.77, Synergy_HSA=1.99. (6) Drug 1: CC(C)NC(=O)C1=CC=C(C=C1)CNNC.Cl. Drug 2: CC1C(C(CC(O1)OC2CC(CC3=C2C(=C4C(=C3O)C(=O)C5=CC=CC=C5C4=O)O)(C(=O)C)O)N)O. Cell line: NCIH23. Synergy scores: CSS=36.9, Synergy_ZIP=0.940, Synergy_Bliss=1.27, Synergy_Loewe=-14.4, Synergy_HSA=1.16.